Dataset: Catalyst prediction with 721,799 reactions and 888 catalyst types from USPTO. Task: Predict which catalyst facilitates the given reaction. (1) Reactant: [NH2:1][C:2]1[CH:3]=[CH:4][CH:5]=[C:6]2[C:10]=1[NH:9][C:8]([C:11]([NH2:13])=[O:12])=[C:7]2[S:14]([N:17]1[CH2:22][CH2:21][O:20][CH2:19][CH2:18]1)(=[O:16])=[O:15].[CH:23]([C:25]1[CH:30]=[CH:29][N:28]=[CH:27][CH:26]=1)=O.[BH4-].[Na+]. Product: [N:17]1([S:14]([C:7]2[C:6]3[C:10](=[C:2]([NH:1][CH2:23][C:25]4[CH:30]=[CH:29][N:28]=[CH:27][CH:26]=4)[CH:3]=[CH:4][CH:5]=3)[NH:9][C:8]=2[C:11]([NH2:13])=[O:12])(=[O:16])=[O:15])[CH2:18][CH2:19][O:20][CH2:21][CH2:22]1. The catalyst class is: 5. (2) Product: [F:28][C:29]1[N:30]=[CH:31][C:32]([C:2]2[CH:7]=[CH:6][C:5]([N:8]3[C@@H:12]([C:13]4[CH:18]=[CH:17][CH:16]=[CH:15][CH:14]=4)[C:11]([CH3:20])([CH3:19])[O:10][C:9]3=[O:21])=[CH:4][CH:3]=2)=[CH:33][C:34]=1[C:35]1[N:36]=[CH:37][CH:38]=[CH:39][N:40]=1. Reactant: I[C:2]1[CH:7]=[CH:6][C:5]([N:8]2[C@@H:12]([C:13]3[CH:18]=[CH:17][CH:16]=[CH:15][CH:14]=3)[C:11]([CH3:20])([CH3:19])[O:10][C:9]2=[O:21])=[CH:4][CH:3]=1.C(=O)([O-])[O-].[Na+].[Na+].[F:28][C:29]1[C:34]([C:35]2[N:40]=[CH:39][CH:38]=[CH:37][N:36]=2)=[CH:33][C:32](B2OC(C)(C)C(C)(C)O2)=[CH:31][N:30]=1. The catalyst class is: 12. (3) Reactant: C[O:2][C:3]1[CH:4]=[CH:5][C:6]2[S:10][C:9]([C:11]3[C:15]([CH3:16])=[N:14][NH:13][C:12]=3[NH2:17])=[N:8][C:7]=2[CH:18]=1.BrB(Br)Br.C(=O)([O-])[O-].[Na+].[Na+]. Product: [NH2:17][C:12]1[NH:13][N:14]=[C:15]([CH3:16])[C:11]=1[C:9]1[S:10][C:6]2[CH:5]=[CH:4][C:3]([OH:2])=[CH:18][C:7]=2[N:8]=1. The catalyst class is: 2. (4) Reactant: [O:1]1[C:5]2[CH:6]=[CH:7][C:8]([O:10][C:11]3[C:16]([C:17]([NH:19][CH2:20][C:21]4[CH:32]=[CH:31][C:24]([O:25][C@H:26]([CH3:30])[C:27]([OH:29])=O)=[CH:23][C:22]=4[F:33])=[O:18])=[CH:15][CH:14]=[CH:13][N:12]=3)=[CH:9][C:4]=2[O:3][CH2:2]1.C[N:35]1CCOCC1.ClC(OCC(C)C)=O.CO.ClCCl. Product: [O:1]1[C:5]2[CH:6]=[CH:7][C:8]([O:10][C:11]3[N:12]=[CH:13][CH:14]=[CH:15][C:16]=3[C:17]([NH:19][CH2:20][C:21]3[CH:32]=[CH:31][C:24]([O:25][C@@H:26]([C:27](=[O:29])[NH2:35])[CH3:30])=[CH:23][C:22]=3[F:33])=[O:18])=[CH:9][C:4]=2[O:3][CH2:2]1. The catalyst class is: 57. (5) Reactant: Cl[C:2]1[C:11]2[C:6](=[CH:7][C:8]([O:19][CH3:20])=[C:9]([S:12]([C:15]([CH3:18])([CH3:17])[CH3:16])(=[O:14])=[O:13])[CH:10]=2)[N:5]=[CH:4][CH:3]=1.[F:21][C:22]1[CH:23]=[C:24]2[C:30]([NH2:31])=[N:29][NH:28][C:25]2=[N:26][CH:27]=1.CCO. Product: [C:15]([S:12]([C:9]1[CH:10]=[C:11]2[C:6](=[CH:7][C:8]=1[O:19][CH3:20])[N:5]=[CH:4][CH:3]=[C:2]2[NH:31][C:30]1[C:24]2[C:25](=[N:26][CH:27]=[C:22]([F:21])[CH:23]=2)[NH:28][N:29]=1)(=[O:14])=[O:13])([CH3:18])([CH3:17])[CH3:16]. The catalyst class is: 209.